Dataset: Catalyst prediction with 721,799 reactions and 888 catalyst types from USPTO. Task: Predict which catalyst facilitates the given reaction. (1) Reactant: [CH3:1][O:2][C:3]1[CH:4]=[C:5]([NH:11][C:12]2[C:13]3[N:29]=[CH:28][S:27][C:14]=3[N:15]=[C:16]([C:18]3[CH:19]=[C:20]([CH:24]=[CH:25][CH:26]=3)[C:21]([OH:23])=O)[N:17]=2)[CH:6]=[CH:7][C:8]=1[O:9][CH3:10].CCN(C(C)C)C(C)C.[N:39]1([C:46]([O:48][C:49]([CH3:52])([CH3:51])[CH3:50])=[O:47])[CH2:45][CH2:44][CH2:43][NH:42][CH2:41][CH2:40]1.C1N(P(Cl)(N2C(=O)OCC2)=O)C(=O)OC1. Product: [C:49]([O:48][C:46]([N:39]1[CH2:45][CH2:44][CH2:43][N:42]([C:21](=[O:23])[C:20]2[CH:24]=[CH:25][CH:26]=[C:18]([C:16]3[N:17]=[C:12]([NH:11][C:5]4[CH:6]=[CH:7][C:8]([O:9][CH3:10])=[C:3]([O:2][CH3:1])[CH:4]=4)[C:13]4[N:29]=[CH:28][S:27][C:14]=4[N:15]=3)[CH:19]=2)[CH2:41][CH2:40]1)=[O:47])([CH3:52])([CH3:50])[CH3:51]. The catalyst class is: 1. (2) Reactant: [C:1]1([CH2:7][O:8][C:9]2[CH:17]=[CH:16][C:15]([C:18]3[CH:23]=[CH:22][N:21]=[CH:20][CH:19]=3)=[CH:14][C:10]=2[C:11]([OH:13])=O)[CH:6]=[CH:5][CH:4]=[CH:3][CH:2]=1.C(Cl)CCl.[CH3:28][C:29]1[C:33]([NH2:34])=[CH:32][O:31][N:30]=1. Product: [CH3:28][C:29]1[C:33]([NH:34][C:11](=[O:13])[C:10]2[CH:14]=[C:15]([C:18]3[CH:23]=[CH:22][N:21]=[CH:20][CH:19]=3)[CH:16]=[CH:17][C:9]=2[O:8][CH2:7][C:1]2[CH:2]=[CH:3][CH:4]=[CH:5][CH:6]=2)=[CH:32][O:31][N:30]=1. The catalyst class is: 35. (3) The catalyst class is: 98. Product: [NH2:1][C:4]1[CH:5]=[C:6]2[C:11](=[CH:12][CH:13]=1)[N:10]=[C:9]([CH:14]1[CH2:19][CH2:18][CH2:17][CH2:16][NH:15]1)[CH:8]=[CH:7]2. Reactant: [N+:1]([C:4]1[CH:5]=[C:6]2[C:11](=[CH:12][CH:13]=1)[N:10]=[C:9]([CH:14]1[CH2:19][CH2:18][CH2:17][CH2:16][NH:15]1)[CH:8]=[CH:7]2)([O-])=O. (4) Reactant: [CH3:1][C:2]1[CH:6]=[C:5]([CH3:7])[N:4]([C:8]2[CH:13]=[CH:12][C:11]([C:14]([O:16]C)=[O:15])=[CH:10][C:9]=2[OH:18])[N:3]=1.[OH-].[Na+].O.Cl. Product: [CH3:1][C:2]1[CH:6]=[C:5]([CH3:7])[N:4]([C:8]2[CH:13]=[CH:12][C:11]([C:14]([OH:16])=[O:15])=[CH:10][C:9]=2[OH:18])[N:3]=1. The catalyst class is: 5. (5) Reactant: [NH2:1][C:2]1[C:3]([F:20])=[C:4]([C:9]2[N:14]=[C:13]([C:15]([O:17][CH3:18])=[O:16])[CH:12]=[CH:11][C:10]=2[F:19])[C:5]([F:8])=[CH:6][CH:7]=1.C(N(C(C)C)C(C)C)C.[C:30](Cl)(=[O:34])[CH:31]([CH3:33])[CH3:32]. Product: [F:20][C:3]1[C:2]([NH:1][C:30](=[O:34])[CH:31]([CH3:33])[CH3:32])=[CH:7][CH:6]=[C:5]([F:8])[C:4]=1[C:9]1[N:14]=[C:13]([C:15]([O:17][CH3:18])=[O:16])[CH:12]=[CH:11][C:10]=1[F:19]. The catalyst class is: 49. (6) Reactant: C(OC([N:11]1[CH2:16][CH2:15][CH:14]([N:17]([CH2:34][CH3:35])[C:18](=[O:33])[CH2:19][CH:20]2[CH2:25][CH2:24][N:23]([C:26]([O:28][C:29]([CH3:32])([CH3:31])[CH3:30])=[O:27])[CH2:22][CH2:21]2)[CH2:13][CH2:12]1)=O)C1C=CC=CC=1. The catalyst class is: 261. Product: [CH2:34]([N:17]([CH:14]1[CH2:13][CH2:12][NH:11][CH2:16][CH2:15]1)[C:18](=[O:33])[CH2:19][CH:20]1[CH2:25][CH2:24][N:23]([C:26]([O:28][C:29]([CH3:32])([CH3:31])[CH3:30])=[O:27])[CH2:22][CH2:21]1)[CH3:35]. (7) Reactant: [NH2:1][CH2:2][C:3]1[N:8]=[C:7]([C:9]2[S:13][C:12]([N:14]3[CH2:19][CH2:18][O:17][CH2:16][CH2:15]3)=[N:11][C:10]=2[C:20]2[C:21]([F:38])=[C:22]([NH:26][S:27]([C:30]3[CH:35]=[C:34]([F:36])[CH:33]=[CH:32][C:31]=3[F:37])(=[O:29])=[O:28])[CH:23]=[CH:24][CH:25]=2)[CH:6]=[CH:5][N:4]=1.CN(C(ON1N=NC2C=CC=NC1=2)=[N+](C)C)C.F[P-](F)(F)(F)(F)F.[CH3:63][CH:64]([CH3:68])[C:65](O)=[O:66]. Product: [F:37][C:31]1[CH:32]=[CH:33][C:34]([F:36])=[CH:35][C:30]=1[S:27]([NH:26][C:22]1[C:21]([F:38])=[C:20]([C:10]2[N:11]=[C:12]([N:14]3[CH2:19][CH2:18][O:17][CH2:16][CH2:15]3)[S:13][C:9]=2[C:7]2[CH:6]=[CH:5][N:4]=[C:3]([CH2:2][NH:1][C:65](=[O:66])[CH:64]([CH3:68])[CH3:63])[N:8]=2)[CH:25]=[CH:24][CH:23]=1)(=[O:28])=[O:29]. The catalyst class is: 4. (8) The catalyst class is: 11. Reactant: Br[C:2]1[CH:3]=[C:4]([CH3:15])[C:5]([N:10]2[CH:14]=[N:13][CH:12]=[N:11]2)=[C:6]([CH:9]=1)[C:7]#[N:8].C(=O)([O-])[O-].[K+].[K+].[C:22]1(P(C2C=CC=CC=2)C2C=CC=CC=2)C=CC=C[CH:23]=1. Product: [CH3:15][C:4]1[C:5]([N:10]2[CH:14]=[N:13][CH:12]=[N:11]2)=[C:6]([CH:9]=[C:2]([CH:22]=[CH2:23])[CH:3]=1)[C:7]#[N:8].